Dataset: Full USPTO retrosynthesis dataset with 1.9M reactions from patents (1976-2016). Task: Predict the reactants needed to synthesize the given product. (1) Given the product [O:5]=[C:4]([C:6]1[CH:7]=[C:8]([O:16][CH3:17])[C:9]([O:14][CH3:15])=[C:10]([O:12][CH3:13])[CH:11]=1)[CH:3]=[C:2]([C:30]1[CH:37]=[CH:36][C:33]([CH:34]=[O:35])=[CH:32][CH:31]=1)[CH3:18], predict the reactants needed to synthesize it. The reactants are: Br[C:2]([CH3:18])=[CH:3][C:4]([C:6]1[CH:11]=[C:10]([O:12][CH3:13])[C:9]([O:14][CH3:15])=[C:8]([O:16][CH3:17])[CH:7]=1)=[O:5].OCC1SC(B(O)O)=CC=1.Br[C:30]1[CH:37]=[CH:36][C:33]([CH:34]=[O:35])=[CH:32][CH:31]=1. (2) Given the product [Cl:1][C:2]1[N:7]=[C:6]([N:12]([CH3:13])[CH3:11])[C:5]([CH2:9][CH3:10])=[CH:4][N:3]=1, predict the reactants needed to synthesize it. The reactants are: [Cl:1][C:2]1[N:7]=[C:6](Cl)[C:5]([CH2:9][CH3:10])=[CH:4][N:3]=1.[CH3:11][NH:12][CH3:13]. (3) Given the product [O:17]1[C:22]2[CH:23]=[CH:24][C:25]([CH2:27][NH:1][C:2]3([CH2:15][OH:16])[CH2:7][CH2:6][N:5]([C:8]([O:10][C:11]([CH3:12])([CH3:13])[CH3:14])=[O:9])[CH2:4][CH2:3]3)=[CH:26][C:21]=2[O:20][CH2:19][CH2:18]1, predict the reactants needed to synthesize it. The reactants are: [NH2:1][C:2]1([CH2:15][OH:16])[CH2:7][CH2:6][N:5]([C:8]([O:10][C:11]([CH3:14])([CH3:13])[CH3:12])=[O:9])[CH2:4][CH2:3]1.[O:17]1[C:22]2[CH:23]=[CH:24][C:25]([CH:27]=O)=[CH:26][C:21]=2[O:20][CH2:19][CH2:18]1.C(O[BH-](OC(=O)C)OC(=O)C)(=O)C.[Na+].C(=O)([O-])O.[Na+].